Dataset: Peptide-MHC class II binding affinity with 134,281 pairs from IEDB. Task: Regression. Given a peptide amino acid sequence and an MHC pseudo amino acid sequence, predict their binding affinity value. This is MHC class II binding data. (1) The peptide sequence is GKTVWFVPSIKAGND. The MHC is DRB5_0101 with pseudo-sequence DRB5_0101. The binding affinity (normalized) is 0.481. (2) The binding affinity (normalized) is 0.342. The MHC is HLA-DQA10103-DQB10603 with pseudo-sequence HLA-DQA10103-DQB10603. The peptide sequence is GKIILVAVHVASGYI. (3) The peptide sequence is AFILDGDNLAPKV. The MHC is DRB3_0101 with pseudo-sequence DRB3_0101. The binding affinity (normalized) is 0.609. (4) The peptide sequence is AAKVAATAANAAPAN. The MHC is DRB1_1001 with pseudo-sequence DRB1_1001. The binding affinity (normalized) is 0.391. (5) The peptide sequence is GKWYLKAMTADQEVPE. The MHC is DRB1_1501 with pseudo-sequence DRB1_1501. The binding affinity (normalized) is 0.543. (6) The peptide sequence is SEAQKAAKPAAAATA. The MHC is HLA-DQA10201-DQB10202 with pseudo-sequence HLA-DQA10201-DQB10202. The binding affinity (normalized) is 0. (7) The peptide sequence is YDTYKCIPSLEAAVK. The MHC is HLA-DQA10102-DQB10602 with pseudo-sequence HLA-DQA10102-DQB10602. The binding affinity (normalized) is 0.410. (8) The peptide sequence is IQARAAALAFEQAYA. The MHC is HLA-DPA10201-DPB10501 with pseudo-sequence HLA-DPA10201-DPB10501. The binding affinity (normalized) is 0.266. (9) The peptide sequence is PPLYATGRLSQAQLMPSPPM. The MHC is HLA-DQA10501-DQB10301 with pseudo-sequence HLA-DQA10501-DQB10301. The binding affinity (normalized) is 0.432.